From a dataset of Reaction yield outcomes from USPTO patents with 853,638 reactions. Predict the reaction yield, written as a fraction of the theoretical maximum amount of product (1.0 means a 100% yield; for example, 0.34 means a 34% yield). (1) The reactants are [CH3:1][O:2][C:3]1[C:4](=[O:25])[C:5]([CH3:24])=[C:6]([CH2:12][C:13]2[CH:18]=[CH:17][CH:16]=[CH:15][C:14]=2[CH2:19][CH2:20][C:21]([OH:23])=O)[C:7](=[O:11])[C:8]=1[O:9][CH3:10].[NH:26]1[CH2:31][CH2:30][CH2:29][CH2:28][CH2:27]1. No catalyst specified. The product is [CH3:1][O:2][C:3]1[C:4](=[O:25])[C:5]([CH3:24])=[C:6]([CH2:12][C:13]2[CH:18]=[CH:17][CH:16]=[CH:15][C:14]=2[CH2:19][CH2:20][C:21]([N:26]2[CH2:31][CH2:30][CH2:29][CH2:28][CH2:27]2)=[O:23])[C:7](=[O:11])[C:8]=1[O:9][CH3:10]. The yield is 0.340. (2) The reactants are Cl.SC1[NH:4][C:5](=[O:15])[C:6]2[C:12]([O:13][CH3:14])=[CH:11][N:10]=[CH:9][C:7]=2[N:8]=1.[C:16]([Cl:19])([Cl:18])=S. The catalyst is O1CCOCC1.C(OCC)C. The product is [ClH:18].[Cl:19][C:16]1[N:4]=[C:5]([OH:15])[C:6]2[C:12]([O:13][CH3:14])=[CH:11][N:10]=[CH:9][C:7]=2[N:8]=1. The yield is 1.00. (3) The reactants are C([O-])=O.[NH4+].[CH2:5]([NH:7][C:8]([N:10]1[CH:15]([C:16]2[N:17]=[CH:18][O:19][C:20]=2[C:21]2[CH:26]=[CH:25][C:24](Cl)=[CH:23][CH:22]=2)[C:14]([C:28]#[N:29])=[C:13]([CH3:30])[NH:12][C:11]1=[O:31])=[O:9])[CH3:6]. The yield is 0.450. The catalyst is [Pd].C(#N)C. The product is [CH2:5]([NH:7][C:8]([N:10]1[CH:15]([C:16]2[N:17]=[CH:18][O:19][C:20]=2[C:21]2[CH:26]=[CH:25][CH:24]=[CH:23][CH:22]=2)[C:14]([C:28]#[N:29])=[C:13]([CH3:30])[NH:12][C:11]1=[O:31])=[O:9])[CH3:6]. (4) The reactants are C([N:8]1[C:13]2[N:14]([CH3:29])[C:15](=[O:28])[N:16]([CH2:19][CH2:20][CH2:21][CH2:22][C@H:23]([N:25]([CH3:27])[CH3:26])[CH3:24])[C:17](=[O:18])[C:12]=2[C:11](=[O:30])[CH:10]=[C:9]1[CH3:31])C1C=CC=CC=1.[H][H]. The catalyst is [Pd].C(O)(=O)C. The product is [CH3:29][N:14]1[C:13]2[NH:8][C:9]([CH3:31])=[CH:10][C:11](=[O:30])[C:12]=2[C:17](=[O:18])[N:16]([CH2:19][CH2:20][CH2:21][CH2:22][C@H:23]([N:25]([CH3:27])[CH3:26])[CH3:24])[C:15]1=[O:28]. The yield is 0.990. (5) The reactants are Cl[C:2]1[C:3]([C:8]([O:10][CH3:11])=[O:9])=[N:4][S:5][C:6]=1Cl.CC(C1C=C(C(C)C)C(C2C=CC=CC=2P(C2CCCCC2)C2CCCCC2)=C(C(C)C)C=1)C.[O:46]1[CH2:51]COC[CH2:47]1. The catalyst is C1C=CC(/C=C/C(/C=C/C2C=CC=CC=2)=O)=CC=1.C1C=CC(/C=C/C(/C=C/C2C=CC=CC=2)=O)=CC=1.C1C=CC(/C=C/C(/C=C/C2C=CC=CC=2)=O)=CC=1.[Pd].[Pd]. The product is [S:5]1[C:6]2[CH2:47][O:46][CH2:51][C:2]=2[C:3]([C:8]([O:10][CH3:11])=[O:9])=[N:4]1. The yield is 0.0860. (6) The reactants are Cl.[NH2:2][CH2:3][C:4]1[CH:12]=[CH:11][CH:10]=[C:9]2[C:5]=1[CH2:6][N:7]([CH:14]1[CH2:19][CH2:18][C:17](=[O:20])[NH:16][C:15]1=[O:21])[C:8]2=[O:13].[C:22]1([N:32]=[C:33]=[O:34])[C:31]2[C:26](=[CH:27][CH:28]=[CH:29][CH:30]=2)[CH:25]=[CH:24][CH:23]=1.C(N(CC)CC)C. The catalyst is C1COCC1. The product is [O:21]=[C:15]1[CH:14]([N:7]2[CH2:6][C:5]3[C:9](=[CH:10][CH:11]=[CH:12][C:4]=3[CH2:3][NH:2][C:33]([NH:32][C:22]3[C:31]4[C:26](=[CH:27][CH:28]=[CH:29][CH:30]=4)[CH:25]=[CH:24][CH:23]=3)=[O:34])[C:8]2=[O:13])[CH2:19][CH2:18][C:17](=[O:20])[NH:16]1. The yield is 0.560. (7) The yield is 0.660. The reactants are I[CH3:2].[H-].[Na+].[OH:5][CH:6]1[C:15]2[C:10](=[CH:11][CH:12]=[C:13]([C:16]3[C:21](=[O:22])[N:20]([CH2:23][C:24]4[CH:29]=[CH:28][C:27]([C:30]5[C:31]([C:36]#[N:37])=[CH:32][CH:33]=[CH:34][CH:35]=5)=[CH:26][CH:25]=4)[C:19]([CH2:38][CH2:39][CH3:40])=[N:18][C:17]=3[CH3:41])[CH:14]=2)[O:9][C:8]([CH3:43])([CH3:42])[CH2:7]1. The product is [CH3:2][O:5][CH:6]1[C:15]2[C:10](=[CH:11][CH:12]=[C:13]([C:16]3[C:21](=[O:22])[N:20]([CH2:23][C:24]4[CH:29]=[CH:28][C:27]([C:30]5[C:31]([C:36]#[N:37])=[CH:32][CH:33]=[CH:34][CH:35]=5)=[CH:26][CH:25]=4)[C:19]([CH2:38][CH2:39][CH3:40])=[N:18][C:17]=3[CH3:41])[CH:14]=2)[O:9][C:8]([CH3:42])([CH3:43])[CH2:7]1. The catalyst is CN(C)C=O.C(OCC)(=O)C.